Task: Predict the product of the given reaction.. Dataset: Forward reaction prediction with 1.9M reactions from USPTO patents (1976-2016) The product is: [CH2:26]([O:28][C:29](=[O:43])[CH2:30][CH2:31][NH:32][C:33](=[O:42])[C:34]1[CH:39]=[CH:38][C:37]([O:15][CH:8]([C:6]2[CH:5]=[CH:4][C:3]([C:16]3[CH:17]=[CH:18][C:19]([C:22]([F:23])([F:24])[F:25])=[CH:20][CH:21]=3)=[C:2]([CH3:1])[CH:7]=2)[CH2:9][CH2:10][CH2:11][CH2:12][CH2:13][CH3:14])=[C:36]([F:41])[CH:35]=1)[CH3:27]. Given the reactants [CH3:1][C:2]1[CH:7]=[C:6]([CH:8]([OH:15])[CH2:9][CH2:10][CH2:11][CH2:12][CH2:13][CH3:14])[CH:5]=[CH:4][C:3]=1[C:16]1[CH:21]=[CH:20][C:19]([C:22]([F:25])([F:24])[F:23])=[CH:18][CH:17]=1.[CH2:26]([O:28][C:29](=[O:43])[CH2:30][CH2:31][NH:32][C:33](=[O:42])[C:34]1[CH:39]=[CH:38][C:37](O)=[C:36]([F:41])[CH:35]=1)[CH3:27].C(P(CCCC)CCCC)CCC.C(OCC)(=O)C, predict the reaction product.